From a dataset of Catalyst prediction with 721,799 reactions and 888 catalyst types from USPTO. Predict which catalyst facilitates the given reaction. (1) Reactant: [C:1]([O:5][C:6]([N:8]1[CH2:13][CH2:12][CH:11]([CH2:14][CH2:15][C:16]([N:18]2[CH2:23][CH2:22][CH2:21][C@@H:20]([C:24](=[O:39])[NH:25][CH:26]([C:32]3[CH:37]=[CH:36][C:35]([OH:38])=[CH:34][CH:33]=3)[CH2:27][C:28]([O:30][CH3:31])=[O:29])[CH2:19]2)=[O:17])[CH2:10][CH2:9]1)=[O:7])([CH3:4])([CH3:3])[CH3:2].C(=O)([O-])[O-].[Cs+].[Cs+].I[CH2:47][CH2:48][F:49]. Product: [F:49][CH2:48][CH2:47][O:38][C:35]1[CH:36]=[CH:37][C:32]([CH:26]([NH:25][C:24]([C@@H:20]2[CH2:21][CH2:22][CH2:23][N:18]([C:16](=[O:17])[CH2:15][CH2:14][CH:11]3[CH2:10][CH2:9][N:8]([C:6]([O:5][C:1]([CH3:4])([CH3:2])[CH3:3])=[O:7])[CH2:13][CH2:12]3)[CH2:19]2)=[O:39])[CH2:27][C:28]([O:30][CH3:31])=[O:29])=[CH:33][CH:34]=1. The catalyst class is: 7. (2) Reactant: Cl[C:2]1[C:7]([C:8]2[CH:13]=[CH:12][CH:11]=[CH:10][CH:9]=2)=[C:6]([C:14]2[CH:19]=[CH:18][C:17]([Cl:20])=[CH:16][CH:15]=2)[N:5]=[C:4]([S:21][CH3:22])[N:3]=1.[NH2:23][NH2:24]. Product: [Cl:20][C:17]1[CH:18]=[CH:19][C:14]([C:6]2[C:7]([C:8]3[CH:13]=[CH:12][CH:11]=[CH:10][CH:9]=3)=[C:2]([NH:23][NH2:24])[N:3]=[C:4]([S:21][CH3:22])[N:5]=2)=[CH:15][CH:16]=1. The catalyst class is: 1. (3) Reactant: [Si]([O:18][C@@H:19]1[CH2:35][C:34]2[C@@:22]([CH3:43])([CH:23]3[CH:31]([CH2:32][CH:33]=2)[CH:30]2[C@@:26]([CH3:42])([C@@H:27]([C:36]4[CH2:40][O:39][C:38](=[O:41])[CH:37]=4)[CH2:28][CH2:29]2)[CH2:25][CH2:24]3)[CH2:21][CH2:20]1)(C(C)(C)C)(C1C=CC=CC=1)C1C=CC=CC=1. Product: [OH:18][C@@H:19]1[CH2:35][C:34]2[C@@:22]([CH3:43])([CH:23]3[CH:31]([CH2:32][CH:33]=2)[CH:30]2[C@@:26]([CH3:42])([C@@H:27]([C:36]4[CH2:40][O:39][C:38](=[O:41])[CH:37]=4)[CH2:28][CH2:29]2)[CH2:25][CH2:24]3)[CH2:21][CH2:20]1. The catalyst class is: 5. (4) Reactant: FC(F)(F)C(O)=O.C(OC([N:15]1[C:20]2[CH:21]=[C:22]([Cl:26])[C:23]([Cl:25])=[CH:24][C:19]=2[O:18][CH:17]([C:27]([N:29]2[CH2:34][CH2:33][C:32]([C:43]#[N:44])([CH2:35][C:36]3[CH:41]=[CH:40][C:39]([F:42])=[CH:38][CH:37]=3)[CH2:31][CH2:30]2)=[O:28])[CH2:16]1)=O)(C)(C)C. Product: [Cl:26][C:22]1[C:23]([Cl:25])=[CH:24][C:19]2[O:18][CH:17]([C:27]([N:29]3[CH2:30][CH2:31][C:32]([CH2:35][C:36]4[CH:37]=[CH:38][C:39]([F:42])=[CH:40][CH:41]=4)([C:43]#[N:44])[CH2:33][CH2:34]3)=[O:28])[CH2:16][NH:15][C:20]=2[CH:21]=1. The catalyst class is: 2. (5) Reactant: [F:1][C:2]1[CH:3]=[C:4]([C:9]2[C:10]([NH2:16])=[N:11][CH:12]=[C:13]([CH3:15])[CH:14]=2)[CH:5]=[CH:6][C:7]=1[F:8].C(=O)(O)[O-].[Na+].[C:22](Cl)(Cl)=[S:23]. Product: [F:1][C:2]1[CH:3]=[C:4]([C:9]2[C:10]([N:16]=[C:22]=[S:23])=[N:11][CH:12]=[C:13]([CH3:15])[CH:14]=2)[CH:5]=[CH:6][C:7]=1[F:8]. The catalyst class is: 46. (6) Reactant: [C:1]1([O:7][CH3:8])[CH:6]=[CH:5][CH:4]=[CH:3][CH:2]=1.[Cl-].[Cl-].[Cl-].[Al+3].[N+:13]([C:16]1[CH:17]=[C:18]([CH:22]=[CH:23][CH:24]=1)[C:19](Cl)=[O:20])([O-:15])=[O:14]. Product: [CH3:8][O:7][C:1]1[CH:6]=[CH:5][C:4]([C:19]([C:18]2[CH:22]=[CH:23][CH:24]=[C:16]([N+:13]([O-:15])=[O:14])[CH:17]=2)=[O:20])=[CH:3][CH:2]=1. The catalyst class is: 26. (7) Reactant: [CH3:1][C@H:2]1[C:9]([S:10][C@@H:11]2[CH2:15][NH:14][C@H:13]([C:16]([N:18]([CH3:20])[CH3:19])=[O:17])[CH2:12]2)=[C:8]([C:21]([OH:23])=[O:22])[N:7]2[C@H:3]1[C@@H:4]([C@H:24]([OH:26])[CH3:25])[C:5]2=[O:6].O.O.O.C(=O)([O-])O[C:32]1[CH:37]=[CH:36][C:35]([N+]([O-])=O)=[CH:34][C:33]=1[CH2:41][O:42][C:43](=[O:50])C1C=CC=CC=1.[C:53](=[O:56])([O-])[O-].[Na+].[Na+].[C:59]([O:67][CH2:68]I)(=O)[C:60]1[CH:65]=[CH:64][CH:63]=[CH:62][CH:61]=1. Product: [CH2:59]([O:67][CH2:68][O:22][C:21]([C:8]1[N:7]2[C@H:3]([C@@H:2]([CH3:1])[C:9]=1[S:10][C@H:11]1[CH2:12][C@@H:13]([C:16]([N:18]([CH3:19])[CH3:20])=[O:17])[N:14]([C:53]([O:50][CH2:43][O:42][CH2:41][C:33]3[CH:32]=[CH:37][CH:36]=[CH:35][CH:34]=3)=[O:56])[CH2:15]1)[C@@H:4]([C@H:24]([OH:26])[CH3:25])[C:5]2=[O:6])=[O:23])[C:60]1[CH:65]=[CH:64][CH:63]=[CH:62][CH:61]=1. The catalyst class is: 42. (8) Reactant: [CH2:1]([N:6]1[CH:10]=[C:9]([C:11]([O:13][CH3:14])=[O:12])[N:8]=[CH:7]1)[CH2:2][CH2:3][CH2:4][CH3:5].[Br:15]NC(=O)CCC(N)=O. Product: [Br:15][C:7]1[N:6]([CH2:1][CH2:2][CH2:3][CH2:4][CH3:5])[CH:10]=[C:9]([C:11]([O:13][CH3:14])=[O:12])[N:8]=1. The catalyst class is: 734.